This data is from Catalyst prediction with 721,799 reactions and 888 catalyst types from USPTO. The task is: Predict which catalyst facilitates the given reaction. (1) Reactant: [NH2:1][C:2]1[C:3]2[CH:10]=[CH:9][N:8]([CH:11]3[O:15][C:14]([CH2:19][OH:20])([CH:16]=[N:17]O)[CH:13]([O:21][Si:22]([C:25]([CH3:28])([CH3:27])[CH3:26])([CH3:24])[CH3:23])[CH2:12]3)[C:4]=2[N:5]=[CH:6][N:7]=1.C(N(CC)CC)C.FC(F)(F)C(OC(=O)C(F)(F)F)=O. Product: [NH2:1][C:2]1[C:3]2[CH:10]=[CH:9][N:8]([C@@H:11]3[O:15][C@@:14]([CH2:19][OH:20])([C:16]#[N:17])[C@@H:13]([O:21][Si:22]([C:25]([CH3:28])([CH3:27])[CH3:26])([CH3:23])[CH3:24])[CH2:12]3)[C:4]=2[N:5]=[CH:6][N:7]=1. The catalyst class is: 2. (2) Reactant: Br[C:2]1[CH:7]=[CH:6][C:5]([CH:8]([N:12]2[CH2:26][CH2:25][C:15]3([O:20][CH2:19][C:18](=[O:21])[N:17]([CH:22]4[CH2:24][CH2:23]4)[CH2:16]3)[CH2:14][CH2:13]2)[C:9]([NH2:11])=[O:10])=[C:4]([F:27])[CH:3]=1.[N:28]1[C:37]2[C:32](=[C:33](B(O)O)[CH:34]=[CH:35][CH:36]=2)[CH:31]=[CH:30][CH:29]=1.C(=O)([O-])[O-].[K+].[K+]. Product: [CH:22]1([N:17]2[CH2:16][C:15]3([CH2:25][CH2:26][N:12]([CH:8]([C:5]4[CH:6]=[CH:7][C:2]([C:33]5[CH:34]=[CH:35][CH:36]=[C:37]6[C:32]=5[CH:31]=[CH:30][CH:29]=[N:28]6)=[CH:3][C:4]=4[F:27])[C:9]([NH2:11])=[O:10])[CH2:13][CH2:14]3)[O:20][CH2:19][C:18]2=[O:21])[CH2:24][CH2:23]1. The catalyst class is: 368. (3) Product: [CH3:1][O:2][C:3]1[CH:8]=[CH:7][C:6]([NH:9][C:10](=[O:27])[CH2:11][C:12]2[C:20]3[CH:19]=[CH:18][CH:17]=[CH:16][C:15]=3[N:14]3[CH2:21][CH2:22][NH:23][CH2:24][CH2:25][C:13]=23)=[CH:5][CH:4]=1. The catalyst class is: 26. Reactant: [CH3:1][O:2][C:3]1[CH:8]=[CH:7][C:6]([NH:9][C:10](=[O:27])[C:11](=O)[C:12]2[C:20]3[CH:19]=[CH:18][CH:17]=[CH:16][C:15]=3[N:14]3[CH2:21][CH2:22][NH:23][CH2:24][CH2:25][C:13]=23)=[CH:5][CH:4]=1.C(O)(C(F)(F)F)=O.C([SiH](CC)CC)C. (4) Reactant: [C:1]([O:5][C:6]([N:8]1[CH2:13][CH2:12][CH:11]([NH:14][CH2:15][C:16]2[C:21]([CH3:22])=[CH:20][CH:19]=[CH:18][N:17]=2)[CH2:10][CH2:9]1)=[O:7])([CH3:4])([CH3:3])[CH3:2].[C:23]([O:27][C:28]([N:30]1[C:34]2[CH:35]=[CH:36][CH:37]=[C:38]([CH2:39]Br)[C:33]=2[N:32]=[CH:31]1)=[O:29])([CH3:26])([CH3:25])[CH3:24].CCN(C(C)C)C(C)C. Product: [C:23]([O:27][C:28]([N:30]1[C:34]2[CH:35]=[CH:36][CH:37]=[C:38]([CH2:39][N:14]([CH:11]3[CH2:12][CH2:13][N:8]([C:6]([O:5][C:1]([CH3:4])([CH3:3])[CH3:2])=[O:7])[CH2:9][CH2:10]3)[CH2:15][C:16]3[C:21]([CH3:22])=[CH:20][CH:19]=[CH:18][N:17]=3)[C:33]=2[N:32]=[CH:31]1)=[O:29])([CH3:26])([CH3:25])[CH3:24]. The catalyst class is: 23.